This data is from Full USPTO retrosynthesis dataset with 1.9M reactions from patents (1976-2016). The task is: Predict the reactants needed to synthesize the given product. (1) Given the product [Cl:1][C:2]1[CH:3]=[N:4][C:5]2[N:6]([N:8]=[C:9]([C:11]([N:26]3[CH2:25][CH2:24][N:23]4[C:19]([C:16]5[CH:17]=[CH:18][S:14][CH:15]=5)=[CH:20][CH:21]=[C:22]4[CH2:27]3)=[O:13])[CH:10]=2)[CH:7]=1, predict the reactants needed to synthesize it. The reactants are: [Cl:1][C:2]1[CH:3]=[N:4][C:5]2[N:6]([N:8]=[C:9]([C:11]([OH:13])=O)[CH:10]=2)[CH:7]=1.[S:14]1[CH:18]=[CH:17][C:16]([C:19]2[N:23]3[CH2:24][CH2:25][NH:26][CH2:27][C:22]3=[CH:21][CH:20]=2)=[CH:15]1. (2) Given the product [CH2:27]([NH:21][C:20]1[CH:22]=[CH:23][C:17]([CH:7]([CH2:8][O:9][Si:10]([CH3:15])([CH3:16])[C:11]([CH3:12])([CH3:13])[CH3:14])[CH2:6][O:5][Si:4]([CH3:24])([CH3:25])[C:2]([CH3:26])([CH3:1])[CH3:3])=[CH:18][CH:19]=1)[CH:28]([CH3:30])[CH3:29], predict the reactants needed to synthesize it. The reactants are: [CH3:1][C:2]([CH3:26])([Si:4]([CH3:25])([CH3:24])[O:5][CH2:6][CH:7]([C:17]1[CH:23]=[CH:22][C:20]([NH2:21])=[CH:19][CH:18]=1)[CH2:8][O:9][Si:10]([CH3:16])([CH3:15])[C:11]([CH3:14])([CH3:13])[CH3:12])[CH3:3].[CH2:27](O)[CH:28]([CH3:30])[CH3:29].[I-].[K+]. (3) The reactants are: [CH2:1]([S:3]([N:6]1[CH2:11][CH2:10][C:9]([CH2:16][NH2:17])([CH2:12][CH:13]([CH3:15])[CH3:14])[CH2:8][CH2:7]1)(=[O:5])=[O:4])[CH3:2].N=C=N.[Cl:21][C:22]1[CH:30]=[C:29]([C:31]([F:34])([F:33])[F:32])[CH:28]=[CH:27][C:23]=1[C:24](O)=[O:25]. Given the product [Cl:21][C:22]1[CH:30]=[C:29]([C:31]([F:32])([F:33])[F:34])[CH:28]=[CH:27][C:23]=1[C:24]([NH:17][CH2:16][C:9]1([CH2:12][CH:13]([CH3:14])[CH3:15])[CH2:8][CH2:7][N:6]([S:3]([CH2:1][CH3:2])(=[O:4])=[O:5])[CH2:11][CH2:10]1)=[O:25], predict the reactants needed to synthesize it. (4) Given the product [F:1][C:2]1[CH:7]=[CH:6][C:5]([C:8]2[C:9]([CH2:21][O:22][C:26]3[CH:31]=[CH:30][CH:29]=[CH:28][C:27]=3[CH2:32][C:33]([O:35][CH3:36])=[O:34])=[C:10]3[C:15](=[CH:16][CH:17]=2)[NH:14][C:13]([CH3:19])([CH3:18])[CH:12]=[C:11]3[CH3:20])=[C:4]([O:23][CH3:24])[CH:3]=1, predict the reactants needed to synthesize it. The reactants are: [F:1][C:2]1[CH:7]=[CH:6][C:5]([C:8]2[C:9]([CH2:21][OH:22])=[C:10]3[C:15](=[CH:16][CH:17]=2)[NH:14][C:13]([CH3:19])([CH3:18])[CH:12]=[C:11]3[CH3:20])=[C:4]([O:23][CH3:24])[CH:3]=1.O[C:26]1[CH:31]=[CH:30][CH:29]=[CH:28][C:27]=1[CH2:32][C:33]([O:35][CH3:36])=[O:34].C(P(CCCC)CCCC)CCC.N(C(N1CCCCC1)=O)=NC(N1CCCCC1)=O. (5) Given the product [Br:1][C:2]1[CH:7]=[C:6]([Cl:8])[CH:5]=[CH:4][C:3]=1[O:9][CH2:22][C:23]([F:26])([F:25])[F:24], predict the reactants needed to synthesize it. The reactants are: [Br:1][C:2]1[CH:7]=[C:6]([Cl:8])[CH:5]=[CH:4][C:3]=1[OH:9].C(=O)([O-])[O-].[Cs+].[Cs+].FC(F)(F)S(O[CH2:22][C:23]([F:26])([F:25])[F:24])(=O)=O.O. (6) Given the product [CH3:10][C:8]1([CH3:11])[CH2:7][C:6]2[CH:12]=[C:2]([N:30]3[CH2:29][CH2:28][N:27]([C:24]4[CH:23]=[CH:22][C:21]([O:20][CH3:19])=[CH:26][CH:25]=4)[CH2:32][CH2:31]3)[C:3]([C:13]3[CH:14]=[N:15][CH:16]=[CH:17][CH:18]=3)=[CH:4][C:5]=2[O:9]1, predict the reactants needed to synthesize it. The reactants are: Br[C:2]1[C:3]([C:13]2[CH:14]=[N:15][CH:16]=[CH:17][CH:18]=2)=[CH:4][C:5]2[O:9][C:8]([CH3:11])([CH3:10])[CH2:7][C:6]=2[CH:12]=1.[CH3:19][O:20][C:21]1[CH:26]=[CH:25][C:24]([N:27]2[CH2:32][CH2:31][NH:30][CH2:29][CH2:28]2)=[CH:23][CH:22]=1. (7) Given the product [Cl:27][C:26]1[C:21]([N:7]([CH2:6][C:5]2[CH:4]=[CH:3][C:2]([C:35]3[O:34][CH:38]=[CH:37][CH:36]=3)=[CH:33][CH:32]=2)[S:8]([C:11]2[CH:12]=[CH:13][C:14]([C:15]([OH:17])=[O:16])=[CH:19][CH:20]=2)(=[O:10])=[O:9])=[N:22][CH:23]=[C:24]([C:28]([F:31])([F:30])[F:29])[CH:25]=1, predict the reactants needed to synthesize it. The reactants are: Br[C:2]1[CH:33]=[CH:32][C:5]([CH2:6][N:7]([C:21]2[C:26]([Cl:27])=[CH:25][C:24]([C:28]([F:31])([F:30])[F:29])=[CH:23][N:22]=2)[S:8]([C:11]2[CH:20]=[CH:19][C:14]([C:15]([O:17]C)=[O:16])=[CH:13][CH:12]=2)(=[O:10])=[O:9])=[CH:4][CH:3]=1.[O:34]1[CH:38]=[CH:37][CH:36]=[C:35]1B(O)O. (8) The reactants are: [Cl:1][C:2]1[C:7]([Cl:8])=[CH:6][CH:5]=[CH:4][C:3]=1[NH:9][C:10]1[N:14]=[C:13]([N:15](CC2C=CC(OC)=CC=2)CC2C=CC(OC)=CC=2)[N:12](CC2C=CC(OC)=CC=2)[N:11]=1.C(O)(C(F)(F)F)=O. Given the product [Cl:1][C:2]1[C:7]([Cl:8])=[CH:6][CH:5]=[CH:4][C:3]=1[NH:9][C:10]1[N:14]=[C:13]([NH2:15])[NH:12][N:11]=1, predict the reactants needed to synthesize it. (9) Given the product [NH2:1][C:2]1[N:7]=[CH:6][C:5]([C:8]([N:10]=[S:11]([CH2:21][CH2:22][CH2:23][CH2:24][C:25]([O:27][CH3:28])=[O:26])([CH2:13][CH2:14][CH2:15][CH2:16][C:17]([O:19][CH3:20])=[O:18])=[O:12])=[O:9])=[CH:4][C:3]=1[C:29]#[C:30][C:31]1[CH:36]=[CH:35][CH:34]=[C:33]([NH:37][C:47]([NH:46][C:40]2[CH:41]=[C:42]([CH3:45])[CH:43]=[CH:44][C:39]=2[F:38])=[O:48])[CH:32]=1, predict the reactants needed to synthesize it. The reactants are: [NH2:1][C:2]1[N:7]=[CH:6][C:5]([C:8]([N:10]=[S:11]([CH2:21][CH2:22][CH2:23][CH2:24][C:25]([O:27][CH3:28])=[O:26])([CH2:13][CH2:14][CH2:15][CH2:16][C:17]([O:19][CH3:20])=[O:18])=[O:12])=[O:9])=[CH:4][C:3]=1[C:29]#[C:30][C:31]1[CH:36]=[CH:35][CH:34]=[C:33]([NH2:37])[CH:32]=1.[F:38][C:39]1[CH:44]=[CH:43][C:42]([CH3:45])=[CH:41][C:40]=1[N:46]=[C:47]=[O:48]. (10) The reactants are: [C:1]([O:5][C:6]([NH:8][C:9]1[CH:14]=[C:13]([CH2:15][CH2:16][C:17]([OH:19])=O)[CH:12]=[CH:11][N:10]=1)=[O:7])([CH3:4])([CH3:3])[CH3:2].C([N:22](CC)CC)C.ClC(OCC)=O.N. Given the product [NH2:22][C:17](=[O:19])[CH2:16][CH2:15][C:13]1[CH:12]=[CH:11][N:10]=[C:9]([NH:8][C:6](=[O:7])[O:5][C:1]([CH3:4])([CH3:3])[CH3:2])[CH:14]=1, predict the reactants needed to synthesize it.